Dataset: Catalyst prediction with 721,799 reactions and 888 catalyst types from USPTO. Task: Predict which catalyst facilitates the given reaction. (1) Reactant: [Cl:1][C:2]1[N:7]=[C:6](Cl)[C:5]([N+:9]([O-:11])=[O:10])=[CH:4][N:3]=1.[F:12][C:13]1([F:27])[CH2:17][CH2:16][C@@H:15]([NH:18][CH2:19][C:20]([CH3:26])([CH3:25])[C:21]([O:23][CH3:24])=[O:22])[CH2:14]1.C(=O)(O)[O-].[Na+]. Product: [Cl:1][C:2]1[N:7]=[C:6]([N:18]([C@@H:15]2[CH2:16][CH2:17][C:13]([F:12])([F:27])[CH2:14]2)[CH2:19][C:20]([CH3:26])([CH3:25])[C:21]([O:23][CH3:24])=[O:22])[C:5]([N+:9]([O-:11])=[O:10])=[CH:4][N:3]=1. The catalyst class is: 4. (2) The catalyst class is: 8. Reactant: [N:1]1[C:10]2[C:5](=[CH:6][C:7]([CH2:11][N:12]3[C:16]4=[N:17][C:18]([C:21](=O)[CH3:22])=[CH:19][CH:20]=[C:15]4[N:14]=[N:13]3)=[CH:8][CH:9]=2)[CH:4]=[CH:3][CH:2]=1.C([O-])(=O)C.[Na+].Cl.[NH2:30][OH:31]. Product: [N:1]1[C:10]2[C:5](=[CH:6][C:7]([CH2:11][N:12]3[C:16]4=[N:17][C:18]([C:21](=[N:30][OH:31])[CH3:22])=[CH:19][CH:20]=[C:15]4[N:14]=[N:13]3)=[CH:8][CH:9]=2)[CH:4]=[CH:3][CH:2]=1. (3) Reactant: [C:1]([N:4]1[CH2:9][CH2:8][N:7]([C:10](=[O:31])[C:11]2[CH:16]=[CH:15][CH:14]=[C:13]([S:17][C:18]3[S:22][C:21]([NH:23][C:24]4[CH:29]=[CH:28][CH:27]=[C:26](Br)[N:25]=4)=[N:20][CH:19]=3)[CH:12]=2)[CH2:6][CH2:5]1)(=[O:3])[CH3:2].[NH:32]1[CH2:37][CH2:36][CH2:35][CH2:34][CH2:33]1. Product: [C:1]([N:4]1[CH2:9][CH2:8][N:7]([C:10](=[O:31])[C:11]2[CH:16]=[CH:15][CH:14]=[C:13]([S:17][C:18]3[S:22][C:21]([NH:23][C:24]4[CH:29]=[CH:28][CH:27]=[C:26]([N:32]5[CH2:37][CH2:36][CH2:35][CH2:34][CH2:33]5)[N:25]=4)=[N:20][CH:19]=3)[CH:12]=2)[CH2:6][CH2:5]1)(=[O:3])[CH3:2]. The catalyst class is: 341. (4) Reactant: [NH2:1][C:2]([CH2:7][OH:8])([CH2:5][OH:6])[CH2:3][OH:4].[Cl:9][C:10]1[C:14]([Cl:15])=[C:13]([CH3:16])[NH:12][C:11]=1[C:17]([NH:19][C@@H:20]1[CH2:25][CH2:24][N:23]([C:26]2[S:27][C:28]([C:31]([OH:33])=[O:32])=[CH:29][N:30]=2)[CH2:22][C@@H:21]1[F:34])=[O:18].CO. Product: [Cl:9][C:10]1[C:14]([Cl:15])=[C:13]([CH3:16])[NH:12][C:11]=1[C:17]([NH:19][C@@H:20]1[CH2:25][CH2:24][N:23]([C:26]2[S:27][C:28]([C:31]([O-:33])=[O:32])=[CH:29][N:30]=2)[CH2:22][C@@H:21]1[F:34])=[O:18].[OH:4][CH2:3][C:2]([CH2:7][OH:8])([NH3+:1])[CH2:5][OH:6]. The catalyst class is: 6.